From a dataset of Human Reference Interactome with 51,813 positive PPI pairs across 8,248 proteins, plus equal number of experimentally-validated negative pairs. Binary Classification. Given two protein amino acid sequences, predict whether they physically interact or not. (1) Protein 1 (ENSG00000181826) has sequence MAPRALPGSAVLAAAVFVGGAVSSPLVAPDNGSSRTLHSRTETTPSPSNDTGNGHPEYIAYALVPVFFIMGLFGVLICHLLKKKGYRCTTEAEQDIEEEKVEKIELNDSVNENSDTVGQIVHYIMKNEANADVLKAMVADNSLYDPESPVTPSTPGSPPVSPGPLSPGGTPGKHVCGHHLHTVGGVVERDVCHRCRHKRWHFIKPTNKSRESRPRRQGEVTVLSVGRFRVTKVEHKSNQKERRSLMSVSGAETVNGEVPATPVKRERSGTE*MNPGACWYIYILQKGLTQQGGEAVGCIS.... Protein 2 (ENSG00000175868) has sequence MGFRKFSPFLALSILVLYQAGSLQAAPFRSALESSPDPATLSKEDARLLLAALVQDYVQMKASELKQEQETQGSSSAAQKRACNTATCVTHRLAGLLSRSGGMVKSNFVPTNVGSKAFGRRRRDLQA*MKKEANLQRGGMGFRKFSPFLALSILVLYQAGSLQAAPFRSALESSPDPATLSKEDARLLLAALVQDYVQMKASELKQEQETQGSSSAAQKRACNTATCVTHRLAGLLSRSGGMVKSNFVPTNVGSKAFGRRRRDLQA*. Result: 0 (the proteins do not interact). (2) Protein 1 (ENSG00000131323) has sequence MESSKKMDSPGALQTNPPLKLHTDRSAGTPVFVPEQGGYKEKFVKTVEDKYKCEKCHLVLCSPKQTECGHRFCESCMAALLSSSSPKCTACQESIVKDKVFKDNCCKREILALQIYCRNESRGCAEQLMLGHLLVHLKNDCHFEELPCVRPDCKEKVLRKDLRDHVEKACKYREATCSHCKSQVPMIALQKHEDTDCPCVVVSCPHKCSVQTLLRSEGTNQQIKAHEASSAVQHVNLLKEWSNSLEKKVSLLQNESVEKNKSIQSLHNQICSFEIEIERQKEMLRNNESKILHLQRVIDS.... Protein 2 (ENSG00000180532) has sequence MALDLRTIFQCEPSENNLGSENSAFQQSQGPAVQREEGISEFSRMVLNSFQDSNNSYARQELQRLYRIFHSWLQPEKHSKDEIISLLVLEQFMIGGHCNDKASVKEKWKSSGKNLERFIEDLTDDSINPPALVHVHMQGQEALFSEDMPLRDVIVHLTKQVNAQTTREANMGTPSQTSQDTSLETGQGYEDEQDGWNSSSKTTRVNENITNQGNQIVSLIIIQEENGPRPEEGGVSSDNPYNSKRAELVTARSQEGSINGITFQGVPMVMGAGCISQPEQSSPESALTHQSNEGNSTCEV.... Result: 1 (the proteins interact). (3) Protein 1 (ENSG00000087495) has sequence MDQTPPARPEYLVSGIRTPPVRRNSKLATLGRIFKPWKWRKKKNEKLKQTTSALEKKMAGRQGREELIKKGLLEMMEQDAESKTCNPDGGPRSVQSEPPTPKSETLTSEDAQPGSPLATGTDQVSLDKPLSSAAHLDDAAKMPSASSGEEADAGSLLPTTNELSQALAGADSLDSPPRPLERSVGQLPSPPLLPTPPPKASSKTTKNVTGQATLFQASSMKSADPSLRGQLSTPTGSPHLTTVHRPLPPSRVIEELHRALATKHRQDSFQGRESKGSPKKRLDVRLSRTSSVERGKEREE.... Protein 2 (ENSG00000140807) has sequence MGKLHSKPAAVCKRRESPEGDSFAVSAAWARKGIEEWIGRQRCPGGVSGPRQLRLAGTIGRSTRELVGDVLRDTLSEEEEDDFRLEVALPPEKTDGLGSGDEKKMERVSEPCPGSKKQLKFEELQCDVSMEEDSRQEWTFTLYDFDNNGKVTREDITSLLHTIYEVVDSSVNHSPTSSKMLRVKLTVAPDGSQSKRSVLVNQADLQSARPRAETKPTEDLRSWEKKQRAPLRFQGDSRLEQSGCYHHCVDENIERRNHYLDLAGIENYTSQFGPGSPSVAQKSELPPRTSNPTRSRSHEP.... Result: 0 (the proteins do not interact). (4) Protein 1 (ENSG00000101255) has sequence MRATPLAAPAGSLSRKKRLELDDNLDTERPVQKRARSGPQPRLPPCLLPLSPPTAPDRATAVATASRLGPYVLLEPEEGGRAYQALHCPTGTEYTCKVYPVQEALAVLEPYARLPPHKHVARPTEVLAGTQLLYAFFTRTHGDMHSLVRSRHRIPEPEAAVLFRQMATALAHCHQHGLVLRDLKLCRFVFADRERKKLVLENLEDSCVLTGPDDSLWDKHACPAYVGPEILSSRASYSGKAADVWSLGVALFTMLAGHYPFQDSEPVLLFGKIRRGAYALPAGLSAPARCLVRCLLRREP.... Protein 2 (ENSG00000120075) has sequence MSSYFVNSFSGRYPNGPDYQLLNYGSGSSLSGSYRDPAAMHTGSYGYNYNGMDLSVNRSSASSSHFGAVGESSRAFPAPAQEPRFRQAASSCSLSSPESLPCTNGDSHGAKPSASSPSDQATSASSSANFTEIDEASASSEPEEAASQLSSPSLARAQPEPMATSTAAPEGQTPQIFPWMRKLHISHDMTGPDGKRARTAYTRYQTLELEKEFHFNRYLTRRRRIEIAHALCLSERQIKIWFQNRRMKWKKDNKLKSMSLATAGSAFQP*. Result: 1 (the proteins interact). (5) Protein 1 (ENSG00000146006) has sequence MGLHFKWPLGAPMLAAIYAMSMVLKMLPALGMACPPKCRCEKLLFYCDSQGFHSVPNATDKGSLGLSLRHNHITELERDQFASFSQLTWLHLDHNQISTVKEDAFQGLYKLKELILSSNKIFYLPNTTFTQLINLQNLDLSFNQLSSLHPELFYGLRKLQTLHLRSNSLRTIPVRLFWDCRSLEFLDLSTNRLRSLARNGFAGLIKLRELHLEHNQLTKINFAHFLRLSSLHTLFLQWNKISNLTCGMEWTWGTLEKLDLTGNEIKAIDLTVFETMPNLKILLMDNNKLNSLDSKILNSL.... Protein 2 (ENSG00000156140) has sequence MVLLSLWLIAAALVEVRTSADGQAGNEEMVQIDLPIKRYREYELVTPVSTNLEGRYLSHTLSASHKKRSARDVSSNPEQLFFNITAFGKDFHLRLKPNTQLVAPGAVVEWHETSLVPGNITDPINNHQPGSATYRIRRTEPLQTNCAYVGDIVDIPGTSVAISNCDGLAGMIKSDNEEYFIEPLERGKQMEEEKGRIHVVYKRSAVEQAPIDMSKDFHYRESDLEGLDDLGTVYGNIHQQLNETMRRRRHAGENDYNIEVLLGVDDSVVRFHGKEHVQNYLLTLMNIVNEIYHDESLGVH.... Result: 0 (the proteins do not interact). (6) Protein 1 (ENSG00000146809) has sequence MDTNDDPDEDHLTSYDIQLSIQESIEASKTALCPERFVPLSAQNRKLVEAIKQGHIPELQEYVKYKYAMDEADEKGWFPLHEAVVQPIQQILEIVLDASYKTLWEFKTCDGETPLTLAVKAGLVENVRTLLEKGVWPNTKNDKGETPLLIAVKKGSYDMVSTLIKHNTSLDQPCVKRWSAMHEAAKQGRKDIVALLLKHGGNVHLRDGFGVTPLGVAAEYGHCDVLEHLIHKGGDVLALADDGASVLFEAAGGGNPDCISLLLEYGGSGNVPNRAGHLPIHRAAYEGHYLALKYLIPVTS.... Protein 2 (ENSG00000260220) has sequence MPTLVVGTPPTCLGDTPQPCHKNSQRQGPFSHGAPGRAADWKAVAKPRLCAPAAEDDVAALRWPGPSQQPDPPWAAPHVVGSDDLKEPGPWGKACSLPMWSTGPEARDGDSSVSSGRLSCSSGGHDVCVSWKERPPQVLGPQQRPRKSDARLEQLRDKIRAQAWQQGSCASLGTSAPSSASRLHKASTLMLRRKGQEAKNPPPAPECSGFSILSAAERRVEAKASHGQGRELSRVSQHQVPVLREKPKRVKSSSCKREKTPKLPSPRRAAKDKHKDEDSELVGVYAWRKGQALVRSLLGP.... Result: 1 (the proteins interact).